From a dataset of Reaction yield outcomes from USPTO patents with 853,638 reactions. Predict the reaction yield, written as a fraction of the theoretical maximum amount of product (1.0 means a 100% yield; for example, 0.34 means a 34% yield). (1) The reactants are [SH:1][C:2]1[S:3][C:4]2[CH:10]=[C:9]([C:11]#[N:12])[CH:8]=[CH:7][C:5]=2[N:6]=1.[Cl:13][C:14]1[CH:19]=[C:18]([N+:20]([O-:22])=[O:21])[CH:17]=[C:16]([Cl:23])[C:15]=1Cl.[H-].[Na+]. The catalyst is CN(C=O)C. The yield is 0.990. The product is [Cl:13][C:14]1[CH:19]=[C:18]([N+:20]([O-:22])=[O:21])[CH:17]=[C:16]([Cl:23])[C:15]=1[S:1][C:2]1[S:3][C:4]2[CH:10]=[C:9]([C:11]#[N:12])[CH:8]=[CH:7][C:5]=2[N:6]=1. (2) The reactants are [CH3:1][O:2][C:3]1[CH:12]=[CH:11][C:6]2[C:7](=[O:10])[CH2:8][O:9][C:5]=2[C:4]=1[C:13]#[C:14][CH2:15][CH:16]1[CH2:21][CH2:20][N:19]([C:22]([O:24][C:25]([CH3:28])([CH3:27])[CH3:26])=[O:23])[CH2:18][CH2:17]1. The catalyst is C(O)C.[Pd]. The product is [CH3:1][O:2][C:3]1[CH:12]=[CH:11][C:6]2[C:7](=[O:10])[CH2:8][O:9][C:5]=2[C:4]=1/[CH:13]=[CH:14]\[CH2:15][CH:16]1[CH2:21][CH2:20][N:19]([C:22]([O:24][C:25]([CH3:28])([CH3:27])[CH3:26])=[O:23])[CH2:18][CH2:17]1. The yield is 0.860. (3) The reactants are [Cl:1][C:2]1[C:7]([C:8]#[N:9])=[CH:6][N:5]=[C:4]2[CH:10]=[C:11](I)[S:12][C:3]=12.[CH3:14][N:15]([CH3:25])[C:16]1[CH:21]=[CH:20][C:19](B(O)O)=[CH:18][CH:17]=1.O. The catalyst is COCCOC.C(=O)(O)[O-].[Na+].C1C=CC([P]([Pd]([P](C2C=CC=CC=2)(C2C=CC=CC=2)C2C=CC=CC=2)([P](C2C=CC=CC=2)(C2C=CC=CC=2)C2C=CC=CC=2)[P](C2C=CC=CC=2)(C2C=CC=CC=2)C2C=CC=CC=2)(C2C=CC=CC=2)C2C=CC=CC=2)=CC=1. The product is [Cl:1][C:2]1[C:7]([C:8]#[N:9])=[CH:6][N:5]=[C:4]2[CH:10]=[C:11]([C:19]3[CH:20]=[CH:21][C:16]([N:15]([CH3:25])[CH3:14])=[CH:17][CH:18]=3)[S:12][C:3]=12. The yield is 0.600. (4) The reactants are Br[C:2]([CH3:9])([CH3:8])[C:3]([O:5][CH2:6][CH3:7])=[O:4].[CH:10]1([NH2:13])[CH2:12][CH2:11]1.C([O-])([O-])=O.[K+].[K+]. The catalyst is CC#N. The product is [CH:10]1([NH:13][C:2]([CH3:9])([CH3:8])[C:3]([O:5][CH2:6][CH3:7])=[O:4])[CH2:12][CH2:11]1. The yield is 0.460. (5) The reactants are [CH3:1][C:2]([C:7]1[CH:12]=[CH:11][CH:10]=[CH:9][CH:8]=1)([CH3:6])[C:3](=[S:5])[NH2:4].Br[CH2:14][C:15](=O)[C:16]([O:18][CH2:19][CH3:20])=[O:17]. The catalyst is CC(O)C. The product is [C:7]1([C:2]([C:3]2[S:5][CH:14]=[C:15]([C:16]([O:18][CH2:19][CH3:20])=[O:17])[N:4]=2)([CH3:1])[CH3:6])[CH:12]=[CH:11][CH:10]=[CH:9][CH:8]=1. The yield is 0.770. (6) The reactants are [CH3:1][N:2]1[C:6](/[C:7](=[N:14]\[O:15][CH2:16][C:17]2[N:22]=[C:21]([NH2:23])[CH:20]=[CH:19][CH:18]=2)/[C:8]2[CH:13]=[CH:12][CH:11]=[CH:10][CH:9]=2)=[N:5][N:4]=[N:3]1.N1C=CC=CC=1.[C:30](Cl)(=[O:38])[O:31][CH:32]([CH3:37])[CH2:33][CH:34]1[CH2:36][CH2:35]1. The catalyst is ClCCl. The product is [CH:34]1([CH2:33][CH:32]([O:31][C:30](=[O:38])[NH:23][C:21]2[CH:20]=[CH:19][CH:18]=[C:17]([CH2:16][O:15]/[N:14]=[C:7](\[C:6]3[N:2]([CH3:1])[N:3]=[N:4][N:5]=3)/[C:8]3[CH:9]=[CH:10][CH:11]=[CH:12][CH:13]=3)[N:22]=2)[CH3:37])[CH2:36][CH2:35]1. The yield is 0.810.